Dataset: Full USPTO retrosynthesis dataset with 1.9M reactions from patents (1976-2016). Task: Predict the reactants needed to synthesize the given product. (1) Given the product [OH:32][C@H:27]1[CH2:28][CH2:29][CH2:30][CH2:31][C@H:26]1[CH2:25][N:17]1[C:18](=[O:19])[C:13]2[C:14](=[CH:20][CH:21]=[CH:22][CH:12]=2)[C:15]1=[O:16], predict the reactants needed to synthesize it. The reactants are: C(=O)([O-])[O-].[K+].[K+].C(OC([C:12]1[CH:22]=[CH:21][CH:20]=[C:14]2[C:15]([NH:17][C:18](=[O:19])[C:13]=12)=[O:16])=O)C.Cl.N[CH2:25][CH:26]1[CH2:31][CH2:30][CH2:29][CH2:28][CH:27]1[OH:32]. (2) Given the product [C:1]([O:5][C:6](=[O:15])[C:7]([O:11][C:12](=[O:14])[CH3:13])([C:8](=[O:9])[CH3:10])[CH2:18][CH2:19][CH2:20][CH3:21])([CH3:2])([CH3:3])[CH3:4], predict the reactants needed to synthesize it. The reactants are: [C:1]([O:5][C:6](=[O:15])[CH:7]([O:11][C:12](=[O:14])[CH3:13])[C:8]([CH3:10])=[O:9])([CH3:4])([CH3:3])[CH3:2].[H-].[Na+].[CH2:18](Br)[CH2:19][CH2:20][CH3:21].